From a dataset of Full USPTO retrosynthesis dataset with 1.9M reactions from patents (1976-2016). Predict the reactants needed to synthesize the given product. (1) Given the product [CH2:3]([O:10][C:11]1[CH:12]=[CH:13][C:14]([N:17]2[CH2:18][CH2:19][C:20]([O:23][CH3:35])([C:24]3[CH:25]=[CH:26][C:27]([C:30]([F:33])([F:31])[F:32])=[CH:28][CH:29]=3)[CH2:21][CH2:22]2)=[CH:15][CH:16]=1)[C:4]1[CH:9]=[CH:8][CH:7]=[CH:6][CH:5]=1, predict the reactants needed to synthesize it. The reactants are: [H-].[Na+].[CH2:3]([O:10][C:11]1[CH:16]=[CH:15][C:14]([N:17]2[CH2:22][CH2:21][C:20]([C:24]3[CH:29]=[CH:28][C:27]([C:30]([F:33])([F:32])[F:31])=[CH:26][CH:25]=3)([OH:23])[CH2:19][CH2:18]2)=[CH:13][CH:12]=1)[C:4]1[CH:9]=[CH:8][CH:7]=[CH:6][CH:5]=1.I[CH3:35]. (2) Given the product [CH3:18][O:8][C:7](=[O:9])[CH:6]([C:5]1[CH:11]=[CH:12][C:2]([Cl:1])=[CH:3][CH:4]=1)[OH:10], predict the reactants needed to synthesize it. The reactants are: [Cl:1][C:2]1[CH:12]=[CH:11][C:5]([CH:6]([OH:10])[C:7]([OH:9])=[O:8])=[CH:4][CH:3]=1.S(=O)(=O)(O)O.[CH3:18]O. (3) Given the product [CH2:19]([O:20][C:21]([N:1]1[CH2:2][CH:3]=[CH:4][CH2:5][CH2:6]1)=[O:22])[C:16]1[CH:17]=[CH:18][CH:13]=[CH:14][CH:15]=1, predict the reactants needed to synthesize it. The reactants are: [NH:1]1[CH2:6][CH:5]=[CH:4][CH2:3][CH2:2]1.C(=O)([O-])[O-].[Na+].[Na+].[CH:13]1[CH:18]=[CH:17][C:16]([CH2:19][O:20][C:21](Cl)=[O:22])=[CH:15][CH:14]=1. (4) Given the product [C:1]([O:4][C:5]1[CH:10]=[CH:9][C:8]([CH2:11][Br:14])=[CH:7][CH:6]=1)(=[O:3])[CH3:2], predict the reactants needed to synthesize it. The reactants are: [C:1]([O:4][C:5]1[CH:10]=[CH:9][C:8]([CH2:11]O)=[CH:7][CH:6]=1)(=[O:3])[CH3:2].C(Br)(Br)(Br)[Br:14].C1C=CC(P(C2C=CC=CC=2)C2C=CC=CC=2)=CC=1. (5) Given the product [Cl:12][C:10]1[S:11][C:6]2[CH:5]=[C:4]([C:1](=[O:3])[NH:14][C@@H:15]3[CH2:23][C:22]4[C:17](=[CH:18][CH:19]=[CH:20][CH:21]=4)[C@H:16]3[NH:24][C:25]([O:27][C:28]([CH3:31])([CH3:30])[CH3:29])=[O:26])[NH:8][C:7]=2[C:9]=1[Cl:13], predict the reactants needed to synthesize it. The reactants are: [C:1]([C:4]1[NH:8][C:7]2[C:9]([Cl:13])=[C:10]([Cl:12])[S:11][C:6]=2[CH:5]=1)([OH:3])=O.[NH2:14][C@@H:15]1[CH2:23][C:22]2[C:17](=[CH:18][CH:19]=[CH:20][CH:21]=2)[C@H:16]1[NH:24][C:25]([O:27][C:28]([CH3:31])([CH3:30])[CH3:29])=[O:26].CCN(C(C)C)C(C)C.C1C=CC2N(O)N=NC=2C=1.CCN=C=NCCCN(C)C. (6) Given the product [CH3:3][CH:2]([O:4][C:5]1[CH:6]=[CH:7][C:8]2[NH:12][C:11](=[O:13])[N:10]([CH:14]3[CH2:15][CH2:16][NH:17][CH2:18][CH2:19]3)[C:9]=2[CH:27]=1)[CH3:1], predict the reactants needed to synthesize it. The reactants are: [CH3:1][CH:2]([O:4][C:5]1[CH:6]=[CH:7][C:8]2[NH:12][C:11](=[O:13])[N:10]([CH:14]3[CH2:19][CH2:18][N:17](C(OC(C)(C)C)=O)[CH2:16][CH2:15]3)[C:9]=2[CH:27]=1)[CH3:3].FC(F)(F)C(O)=O.